From a dataset of Peptide-MHC class I binding affinity with 185,985 pairs from IEDB/IMGT. Regression. Given a peptide amino acid sequence and an MHC pseudo amino acid sequence, predict their binding affinity value. This is MHC class I binding data. (1) The peptide sequence is IPGFKFDNL. The binding affinity (normalized) is 0.381. The MHC is HLA-B07:02 with pseudo-sequence HLA-B07:02. (2) The peptide sequence is ECANLLLQY. The MHC is HLA-A29:02 with pseudo-sequence HLA-A29:02. The binding affinity (normalized) is 0.759. (3) The peptide sequence is EVYDFAFRDLA. The MHC is H-2-Kb with pseudo-sequence H-2-Kb. The binding affinity (normalized) is 0.169. (4) The peptide sequence is RLVDFLHWL. The MHC is HLA-A02:02 with pseudo-sequence HLA-A02:02. The binding affinity (normalized) is 1.00. (5) The peptide sequence is LKEKSSLRY. The MHC is HLA-A69:01 with pseudo-sequence HLA-A69:01. The binding affinity (normalized) is 0.0847. (6) The peptide sequence is AEWVLAYMLF. The MHC is HLA-B18:01 with pseudo-sequence HLA-B18:01. The binding affinity (normalized) is 0.465.